From a dataset of Catalyst prediction with 721,799 reactions and 888 catalyst types from USPTO. Predict which catalyst facilitates the given reaction. Reactant: [F:1][C:2]1[CH:11]=[CH:10][CH:9]=[C:8]2[C:3]=1[C:4](=[O:31])[C:5]([C:26]([O:28][CH2:29][CH3:30])=[O:27])=[CH:6][N:7]2[CH2:12][C:13]1[CH:18]=[CH:17][C:16]([N:19]2[CH:23]=[C:22]([CH:24]=[O:25])[CH:21]=[N:20]2)=[CH:15][CH:14]=1.C[Si](C)(C)[C:34]([F:37])([F:36])[F:35].[F-].[Cs+].Cl. Product: [F:1][C:2]1[CH:11]=[CH:10][CH:9]=[C:8]2[C:3]=1[C:4](=[O:31])[C:5]([C:26]([O:28][CH2:29][CH3:30])=[O:27])=[CH:6][N:7]2[CH2:12][C:13]1[CH:18]=[CH:17][C:16]([N:19]2[CH:23]=[C:22]([CH:24]([OH:25])[C:34]([F:37])([F:36])[F:35])[CH:21]=[N:20]2)=[CH:15][CH:14]=1. The catalyst class is: 4.